The task is: Regression. Given two drug SMILES strings and cell line genomic features, predict the synergy score measuring deviation from expected non-interaction effect.. This data is from NCI-60 drug combinations with 297,098 pairs across 59 cell lines. (1) Drug 1: CCC1=C2CN3C(=CC4=C(C3=O)COC(=O)C4(CC)O)C2=NC5=C1C=C(C=C5)O. Drug 2: CC1=C(N=C(N=C1N)C(CC(=O)N)NCC(C(=O)N)N)C(=O)NC(C(C2=CN=CN2)OC3C(C(C(C(O3)CO)O)O)OC4C(C(C(C(O4)CO)O)OC(=O)N)O)C(=O)NC(C)C(C(C)C(=O)NC(C(C)O)C(=O)NCCC5=NC(=CS5)C6=NC(=CS6)C(=O)NCCC[S+](C)C)O. Cell line: NCIH23. Synergy scores: CSS=60.6, Synergy_ZIP=-5.43, Synergy_Bliss=-3.83, Synergy_Loewe=2.89, Synergy_HSA=4.47. (2) Drug 1: CC12CCC3C(C1CCC2O)C(CC4=C3C=CC(=C4)O)CCCCCCCCCS(=O)CCCC(C(F)(F)F)(F)F. Drug 2: CN(CCCl)CCCl.Cl. Cell line: NCI-H460. Synergy scores: CSS=48.4, Synergy_ZIP=1.45, Synergy_Bliss=-1.27, Synergy_Loewe=-22.2, Synergy_HSA=-0.962. (3) Drug 1: CC=C1C(=O)NC(C(=O)OC2CC(=O)NC(C(=O)NC(CSSCCC=C2)C(=O)N1)C(C)C)C(C)C. Drug 2: CC1C(C(CC(O1)OC2CC(CC3=C2C(=C4C(=C3O)C(=O)C5=CC=CC=C5C4=O)O)(C(=O)C)O)N)O. Cell line: MDA-MB-231. Synergy scores: CSS=57.8, Synergy_ZIP=-1.27, Synergy_Bliss=-5.34, Synergy_Loewe=-3.97, Synergy_HSA=-1.01. (4) Synergy scores: CSS=16.3, Synergy_ZIP=-2.16, Synergy_Bliss=-0.641, Synergy_Loewe=-1.28, Synergy_HSA=-1.04. Cell line: SK-OV-3. Drug 1: CS(=O)(=O)C1=CC(=C(C=C1)C(=O)NC2=CC(=C(C=C2)Cl)C3=CC=CC=N3)Cl. Drug 2: CN(C)N=NC1=C(NC=N1)C(=O)N. (5) Drug 1: C1CN1P(=S)(N2CC2)N3CC3. Drug 2: CC(C)CN1C=NC2=C1C3=CC=CC=C3N=C2N. Cell line: HCT116. Synergy scores: CSS=47.6, Synergy_ZIP=0.663, Synergy_Bliss=-2.06, Synergy_Loewe=0.825, Synergy_HSA=-2.49.